The task is: Predict the product of the given reaction.. This data is from Forward reaction prediction with 1.9M reactions from USPTO patents (1976-2016). (1) Given the reactants [CH:1]([O:4][C:5]1[CH:13]=[C:12]([C:14]([F:17])([F:16])[F:15])[CH:11]=[CH:10][C:6]=1[C:7]([OH:9])=O)([CH3:3])[CH3:2].Cl.[CH3:19][NH:20][O:21][CH3:22].CN1CCOCC1.Cl.CN(C)CCCN=C=NCC, predict the reaction product. The product is: [CH:1]([O:4][C:5]1[CH:13]=[C:12]([C:14]([F:17])([F:16])[F:15])[CH:11]=[CH:10][C:6]=1[C:7]([N:20]([O:21][CH3:22])[CH3:19])=[O:9])([CH3:2])[CH3:3]. (2) Given the reactants [F:1][C:2]1[CH:7]=[CH:6][CH:5]=[CH:4][C:3]=1[C:8]1[C:13]2[C:14](=[O:30])[N:15]3[CH2:22][CH2:21][N:20](C(OC(C)(C)C)=O)[CH2:19][CH:16]3[CH2:17][O:18][C:12]=2[CH:11]=[CH:10][CH:9]=1.C(OCC)(=O)C.[ClH:37], predict the reaction product. The product is: [ClH:37].[F:1][C:2]1[CH:7]=[CH:6][CH:5]=[CH:4][C:3]=1[C:8]1[C:13]2[C:14](=[O:30])[N:15]3[CH2:22][CH2:21][NH:20][CH2:19][CH:16]3[CH2:17][O:18][C:12]=2[CH:11]=[CH:10][CH:9]=1. (3) Given the reactants [CH3:1][S:2]([C:5]1[CH:6]=[CH:7][C:8]2[O:13][CH2:12][C:11](=[O:14])[N:10]([CH2:15][CH2:16][N:17]3[CH2:22][CH2:21][CH:20]([NH:23]C(=O)OC(C)(C)C)[CH2:19][CH2:18]3)[C:9]=2[CH:31]=1)(=[O:4])=[O:3].NC1CCN(CCN2C3C(=CC=C(C#N)C=3)C=CC2=O)CC1, predict the reaction product. The product is: [NH2:23][CH:20]1[CH2:21][CH2:22][N:17]([CH2:16][CH2:15][N:10]2[C:9]3[CH:31]=[C:5]([S:2]([CH3:1])(=[O:4])=[O:3])[CH:6]=[CH:7][C:8]=3[O:13][CH2:12][C:11]2=[O:14])[CH2:18][CH2:19]1. (4) Given the reactants [Cl:1][C:2]1[N:7]=[C:6](Cl)[N:5]=[C:4]([NH:9][C:10]2[CH:15]=[CH:14][CH:13]=[CH:12][CH:11]=2)[N:3]=1.[NH2:16][C:17]1[CH:18]=[C:19]2[C:23](=[CH:24][CH:25]=1)[CH2:22][CH2:21][CH2:20]2, predict the reaction product. The product is: [Cl:1][C:2]1[N:7]=[C:6]([NH:16][C:17]2[CH:18]=[C:19]3[C:23](=[CH:24][CH:25]=2)[CH2:22][CH2:21][CH2:20]3)[N:5]=[C:4]([NH:9][C:10]2[CH:15]=[CH:14][CH:13]=[CH:12][CH:11]=2)[N:3]=1.